Dataset: Forward reaction prediction with 1.9M reactions from USPTO patents (1976-2016). Task: Predict the product of the given reaction. (1) Given the reactants FC(F)(F)C(O)=O.[Cl:8][C:9]1[CH:10]=[CH:11][C:12]([NH:25][C:26](=[O:44])[C:27]2[CH:32]=[CH:31][C:30]([CH:33]([CH3:35])[CH3:34])=[CH:29][C:28]=2[O:36][CH2:37][CH:38]2[CH2:43][CH2:42][CH2:41][NH:40][CH2:39]2)=[C:13]([CH:24]=1)[C:14]([NH:16][C:17]1[CH:22]=[CH:21][C:20]([Cl:23])=[CH:19][N:18]=1)=[O:15].C(OC(N1CCCC(C2C(OC)=C(C(C)C)C=CC=2C(O)=O)C1)=O)(C)(C)C.ClC1C=CC(NC(=O)C2C=C(Cl)C=CC=2N)=NC=1, predict the reaction product. The product is: [ClH:8].[Cl:8][C:9]1[CH:10]=[CH:11][C:12]([NH:25][C:26](=[O:44])[C:27]2[CH:32]=[CH:31][C:30]([CH:33]([CH3:35])[CH3:34])=[CH:29][C:28]=2[O:36][CH2:37][CH:38]2[CH2:43][CH2:42][CH2:41][NH:40][CH2:39]2)=[C:13]([CH:24]=1)[C:14]([NH:16][C:17]1[CH:22]=[CH:21][C:20]([Cl:23])=[CH:19][N:18]=1)=[O:15]. (2) Given the reactants [NH:1]1[C:9]2[C:4](=[CH:5][CH:6]=[CH:7][CH:8]=2)[C:3]([CH2:10][C:11](O)=O)=[CH:2]1.N[C@H](C([NH:28][C@H:29]([C:37]([O:39]C)=O)[CH2:30][CH2:31][CH2:32][NH:33][C:34](=[NH:36])[NH2:35])=O)CC1C2C(=CC=CC=2)NC=1.C([N:43](CC)CC)C.CN(C(ON1N=NC2C=CC=CC1=2)=[N+](C)C)C.F[P-](F)(F)(F)(F)F.[NH:72]([C:99](OC(C)(C)C)=[O:100])[C@H:73]([C:84]([NH:86][C@H:87]([C:95]([O:97][CH3:98])=[O:96])[CH2:88][CH2:89][CH2:90][NH:91][C:92](=[NH:94])[NH2:93])=[O:85])[CH2:74][C:75]1[C:83]2[C:78](=[CH:79][CH:80]=[CH:81][CH:82]=2)[NH:77][CH:76]=1, predict the reaction product. The product is: [NH2:28][C@H:29]([C:37]([NH:43][C@H:11]([C:99]([NH:72][C@H:73]([C:84]([NH:86][C@H:87]([C:95]([O:97][CH3:98])=[O:96])[CH2:88][CH2:89][CH2:90][NH:91][C:92](=[NH:94])[NH2:93])=[O:85])[CH2:74][C:75]1[C:83]2[C:78](=[CH:79][CH:80]=[CH:81][CH:82]=2)[NH:77][CH:76]=1)=[O:100])[CH2:10][C:3]1[C:4]2[C:9](=[CH:8][CH:7]=[CH:6][CH:5]=2)[NH:1][CH:2]=1)=[O:39])[CH2:30][CH2:31][CH2:32][NH:33][C:34](=[NH:36])[NH2:35]. (3) Given the reactants [NH:1]1[CH:5]=[C:4]([CH:6]2[CH2:10][CH2:9][N:8]([C:11]([N:13]3[C:22]4[C:17](=[CH:18][CH:19]=[CH:20][CH:21]=4)[N:16]([C:23]4[CH:31]=[CH:30][C:26]([C:27]([OH:29])=O)=[CH:25][CH:24]=4)[CH2:15][CH2:14]3)=[O:12])[CH2:7]2)[CH:3]=[N:2]1.[NH2:32][N:33]1[CH2:38][CH2:37][CH2:36][CH2:35][CH2:34]1.OC1C2N=NNC=2C=CC=1.CCN=C=NCCCN(C)C.Cl, predict the reaction product. The product is: [N:33]1([NH:32][C:27](=[O:29])[C:26]2[CH:30]=[CH:31][C:23]([N:16]3[C:17]4[C:22](=[CH:21][CH:20]=[CH:19][CH:18]=4)[N:13]([C:11]([N:8]4[CH2:9][CH2:10][CH:6]([C:4]5[CH:3]=[N:2][NH:1][CH:5]=5)[CH2:7]4)=[O:12])[CH2:14][CH2:15]3)=[CH:24][CH:25]=2)[CH2:38][CH2:37][CH2:36][CH2:35][CH2:34]1. (4) Given the reactants C(OC([N:8]1[C@@H:16]2[C@H:11]([C@H:12]([CH2:18][C:19]3[CH:24]=[CH:23][C:22]([NH:25][C:26]([O:28][CH2:29][C:30]4[CH:35]=[CH:34][CH:33]=[CH:32][CH:31]=4)=[O:27])=[C:21]([F:36])[CH:20]=3)[CH2:13][S@:14](=[O:17])[CH2:15]2)[O:10]C1(C)C)=O)(C)(C)C, predict the reaction product. The product is: [CH2:29]([O:28][C:26](=[O:27])[NH:25][C:22]1[CH:23]=[CH:24][C:19]([CH2:18][C@H:12]2[C@H:11]([OH:10])[C@@H:16]([NH2:8])[CH2:15][S@@:14](=[O:17])[CH2:13]2)=[CH:20][C:21]=1[F:36])[C:30]1[CH:35]=[CH:34][CH:33]=[CH:32][CH:31]=1. (5) Given the reactants [CH2:1]([O:8][C:9]1[CH:14]=[CH:13][C:12]([OH:15])=[CH:11][CH:10]=1)[C:2]1[CH:7]=[CH:6][CH:5]=[CH:4][CH:3]=1.[H-].[Na+].F[C:19]1[CH:24]=[CH:23][C:22]([N+:25]([O-:27])=[O:26])=[CH:21][CH:20]=1, predict the reaction product. The product is: [CH2:1]([O:8][C:9]1[CH:10]=[CH:11][C:12]([O:15][C:19]2[CH:24]=[CH:23][C:22]([N+:25]([O-:27])=[O:26])=[CH:21][CH:20]=2)=[CH:13][CH:14]=1)[C:2]1[CH:3]=[CH:4][CH:5]=[CH:6][CH:7]=1. (6) Given the reactants Br[C:2]1[C:3]2[CH:12]=[C:11]([C:13]([NH:15][CH2:16][CH3:17])=[O:14])[NH:10][C:4]=2[C:5](=[O:9])[N:6]([CH3:8])[CH:7]=1.[CH3:18][C:19]1([CH3:35])[C:23]([CH3:25])([CH3:24])[O:22][B:21]([B:21]2[O:22][C:23]([CH3:25])([CH3:24])[C:19]([CH3:35])([CH3:18])[O:20]2)[O:20]1.C1(P(C2CCCCC2)C2C=CC=CC=2C2C(C(C)C)=CC(C(C)C)=CC=2C(C)C)CCCCC1.C([O-])(=O)C.[K+], predict the reaction product. The product is: [CH2:16]([NH:15][C:13]([C:11]1[NH:10][C:4]2[C:5](=[O:9])[N:6]([CH3:8])[CH:7]=[C:2]([B:21]3[O:22][C:23]([CH3:25])([CH3:24])[C:19]([CH3:35])([CH3:18])[O:20]3)[C:3]=2[CH:12]=1)=[O:14])[CH3:17]. (7) Given the reactants [NH2:1][C:2]1[CH:3]=[C:4]([C@@H:16]([OH:43])[CH2:17][N:18]([CH2:36][C:37]2[CH:42]=[CH:41][CH:40]=[CH:39][CH:38]=2)[C@@H:19]([CH2:22][C:23]2[CH:28]=[CH:27][C:26]([O:29][C:30]3[CH:35]=[CH:34][CH:33]=[CH:32][N:31]=3)=[CH:25][CH:24]=2)[CH2:20][OH:21])[CH:5]=[CH:6][C:7]=1[O:8][CH2:9][C:10]1[CH:15]=[CH:14][CH:13]=[CH:12][CH:11]=1.[CH3:44][S:45](Cl)(=[O:47])=[O:46].N1C=CC=CC=1.O, predict the reaction product. The product is: [CH2:36]([N:18]([C@H:19]([CH2:20][OH:21])[CH2:22][C:23]1[CH:28]=[CH:27][C:26]([O:29][C:30]2[CH:35]=[CH:34][CH:33]=[CH:32][N:31]=2)=[CH:25][CH:24]=1)[CH2:17][C@@H:16]([C:4]1[CH:5]=[CH:6][C:7]([O:8][CH2:9][C:10]2[CH:11]=[CH:12][CH:13]=[CH:14][CH:15]=2)=[C:2]([NH:1][S:45]([CH3:44])(=[O:47])=[O:46])[CH:3]=1)[OH:43])[C:37]1[CH:42]=[CH:41][CH:40]=[CH:39][CH:38]=1. (8) Given the reactants [NH2:1][C:2]1[C:11]([C:12]2[S:13][C:14]3[CH:20]=[CH:19][C:18]([NH2:21])=[CH:17][C:15]=3[CH:16]=2)=[CH:10][C:5]([C:6]([O:8][CH3:9])=[O:7])=[CH:4][N:3]=1.[C:22](O)(=[O:29])[C:23]1[CH:28]=[CH:27][CH:26]=[CH:25][CH:24]=1, predict the reaction product. The product is: [NH2:1][C:2]1[C:11]([C:12]2[S:13][C:14]3[CH:20]=[CH:19][C:18]([NH:21][C:22](=[O:29])[C:23]4[CH:28]=[CH:27][CH:26]=[CH:25][CH:24]=4)=[CH:17][C:15]=3[CH:16]=2)=[CH:10][C:5]([C:6]([O:8][CH3:9])=[O:7])=[CH:4][N:3]=1.